This data is from Forward reaction prediction with 1.9M reactions from USPTO patents (1976-2016). The task is: Predict the product of the given reaction. (1) Given the reactants [I:1][C:2]1[CH:9]=[C:6]([CH:7]=[O:8])[C:5]([OH:10])=[CH:4][CH:3]=1.[C:11]([O:15][C:16]([N:18]1[CH2:22][CH2:21][C@H:20](OS(C)(=O)=O)[CH2:19]1)=[O:17])([CH3:14])([CH3:13])[CH3:12].C([O-])([O-])=O.[K+].[K+], predict the reaction product. The product is: [C:11]([O:15][C:16]([N:18]1[CH2:22][CH2:21][CH:20]([O:10][C:5]2[CH:4]=[CH:3][C:2]([I:1])=[CH:9][C:6]=2[CH:7]=[O:8])[CH2:19]1)=[O:17])([CH3:14])([CH3:12])[CH3:13]. (2) The product is: [Cl:35][C:36]1[CH:46]=[C:45]([O:27][C:25]2[CH:24]=[C:14]([C:15]([NH:17][C:18]3[CH:22]=[CH:21][N:20]([CH3:23])[N:19]=3)=[O:16])[CH:13]=[C:12]([O:11][C@@H:10]([CH3:28])[CH2:9][OH:8])[CH:26]=2)[C:44]([F:48])=[CH:43][C:37]=1[C:38]([N:40]([CH3:42])[CH3:41])=[O:39]. Given the reactants [Si]([O:8][CH2:9][C@H:10]([CH3:28])[O:11][C:12]1[CH:13]=[C:14]([CH:24]=[C:25]([OH:27])[CH:26]=1)[C:15]([NH:17][C:18]1[CH:22]=[CH:21][N:20]([CH3:23])[N:19]=1)=[O:16])(C(C)(C)C)(C)C.C(=O)([O-])[O-].[K+].[K+].[Cl:35][C:36]1[CH:46]=[C:45](F)[C:44]([F:48])=[CH:43][C:37]=1[C:38]([N:40]([CH3:42])[CH3:41])=[O:39], predict the reaction product. (3) Given the reactants [CH3:1][O:2][C:3]([C:5]1[C:9]([N+:10]([O-:12])=[O:11])=[CH:8][NH:7][N:6]=1)=[O:4].C(=O)([O-])[O-].[Cs+].[Cs+].Br[CH2:20][CH2:21][C:22]1[CH:27]=[CH:26][CH:25]=[CH:24][CH:23]=1, predict the reaction product. The product is: [CH3:1][O:2][C:3]([C:5]1[C:9]([N+:10]([O-:12])=[O:11])=[CH:8][N:7]([CH2:20][CH2:21][C:22]2[CH:27]=[CH:26][CH:25]=[CH:24][CH:23]=2)[N:6]=1)=[O:4]. (4) Given the reactants [C:1]1([Mg]Br)[CH:6]=[CH:5][CH:4]=[CH:3][CH:2]=1.[CH3:9][C:10]([CH3:30])([CH3:29])[CH2:11][C:12](=[O:28])[C:13]([NH:15][C:16]1[CH:17]=[CH:18][C:19]2[C:24](=[O:25])[O:23][N:22]=[C:21]([CH3:26])[C:20]=2[CH:27]=1)=[O:14], predict the reaction product. The product is: [CH3:9][C:10]([CH3:30])([CH3:29])[CH2:11][C:12]([OH:28])([C:1]1[CH:6]=[CH:5][CH:4]=[CH:3][CH:2]=1)[C:13]([NH:15][C:16]1[CH:17]=[CH:18][C:19]2[C:24](=[O:25])[O:23][N:22]=[C:21]([CH3:26])[C:20]=2[CH:27]=1)=[O:14]. (5) Given the reactants I[C:2]1[CH:3]=[CH:4][C:5]2[N:6]([C:8]([CH:11]([CH3:13])[CH3:12])=[N:9][N:10]=2)[CH:7]=1.[OH:14][C:15]1[CH:20]=[CH:19][C:18]([CH2:21][C:22]([O:24]C(C)(C)C)=O)=[CH:17][CH:16]=1.C(=O)([O-])[O-].[Cs+].[Cs+].C[N:36]1CCCC1=O, predict the reaction product. The product is: [CH:11]([C:8]1[N:6]2[CH:7]=[C:2]([O:14][C:15]3[CH:20]=[CH:19][C:18]([CH2:21][C:22]([NH2:36])=[O:24])=[CH:17][CH:16]=3)[CH:3]=[CH:4][C:5]2=[N:10][N:9]=1)([CH3:13])[CH3:12]. (6) The product is: [F:1][C@H:2]1[CH2:19][C@@:17]2([CH3:18])[C@@H:13]([CH2:14][CH:15]=[C:16]2[C:20]2[CH:21]=[N:22][CH:23]=[C:24]([F:26])[CH:25]=2)[C@H:12]2[C@H:3]1[C:4]1[CH:5]=[CH:6][C:7]([C:27]([NH2:32])=[O:29])=[CH:8][C:9]=1[CH2:10][CH2:11]2. Given the reactants [F:1][C@H:2]1[CH2:19][C@@:17]2([CH3:18])[C@@H:13]([CH2:14][CH:15]=[C:16]2[C:20]2[CH:21]=[N:22][CH:23]=[C:24]([F:26])[CH:25]=2)[C@H:12]2[C@H:3]1[C:4]1[CH:5]=[CH:6][C:7]([C:27]([OH:29])=O)=[CH:8][C:9]=1[CH2:10][CH2:11]2.C(N1C=CN=C1)([N:32]1C=CN=C1)=O.Cl.N1C=CN=C1.N.Cl, predict the reaction product.